From a dataset of Forward reaction prediction with 1.9M reactions from USPTO patents (1976-2016). Predict the product of the given reaction. (1) Given the reactants C[O:2][C:3](=[O:19])[CH2:4][C:5]1[CH:10]=[CH:9][C:8](OS(C(F)(F)F)(=O)=O)=[CH:7][CH:6]=1.C1(P(C(P(C2C=CC=CC=2)C2C=CC=CC=2)C)C2C=CC=CC=2)C=CC=CC=1.B1(B2OC(C)(C)C(C)(C)O2)OC(C)(C)C(C)(C)O1.C([O-])(=O)C.[K+].[CH2:71](Br)[CH:72]=[CH:73][C:74]1[CH:79]=[CH:78][CH:77]=[CH:76][CH:75]=1.C(=O)([O-])[O-].[Na+].[Na+].C1(C=CCOC(=O)C)C=CC=CC=1, predict the reaction product. The product is: [C:74]1([CH:73]=[CH:72][CH2:71][C:8]2[CH:9]=[CH:10][C:5]([CH2:4][C:3]([OH:2])=[O:19])=[CH:6][CH:7]=2)[CH:79]=[CH:78][CH:77]=[CH:76][CH:75]=1. (2) Given the reactants C(O[CH:4]=[C:5]([C:11](=[O:18])[NH:12][C:13]([O:15]CC)=O)[C:6]([O:8][CH2:9][CH3:10])=[O:7])C.[NH2:19][C:20]1[CH:21]=[C:22]2[C:26](=[CH:27][CH:28]=1)[N:25]([CH3:29])[C:24](=[O:30])[C:23]2([OH:32])[CH3:31].CC(C)([O-])C.[K+].Cl, predict the reaction product. The product is: [OH:32][C:23]1([CH3:31])[C:22]2[C:26](=[CH:27][CH:28]=[C:20]([N:19]3[CH:4]=[C:5]([C:6]([O:8][CH2:9][CH3:10])=[O:7])[C:11](=[O:18])[NH:12][C:13]3=[O:15])[CH:21]=2)[N:25]([CH3:29])[C:24]1=[O:30]. (3) The product is: [Br:3][C:4]1[CH:5]=[C:6]([CH2:7][OH:8])[CH:9]=[C:10]([O:21][CH3:22])[C:11]=1[O:12][CH2:13][CH2:14][CH2:15][CH2:16][CH2:17][CH2:18][CH2:19][CH3:20]. Given the reactants [BH4-].[Na+].[Br:3][C:4]1[CH:5]=[C:6]([CH:9]=[C:10]([O:21][CH3:22])[C:11]=1[O:12][CH2:13][CH2:14][CH2:15][CH2:16][CH2:17][CH2:18][CH2:19][CH3:20])[CH:7]=[O:8], predict the reaction product. (4) Given the reactants [Cl:1][C:2]1[CH:10]=[CH:9][C:5]([C:6](O)=[O:7])=[CH:4][C:3]=1[I:11].C(Cl)(=O)C([Cl:15])=O.CN(C=O)C, predict the reaction product. The product is: [Cl:1][C:2]1[CH:10]=[CH:9][C:5]([C:6]([Cl:15])=[O:7])=[CH:4][C:3]=1[I:11].